This data is from Forward reaction prediction with 1.9M reactions from USPTO patents (1976-2016). The task is: Predict the product of the given reaction. (1) Given the reactants Cl[CH2:2][CH:3]([OH:14])[CH2:4][NH:5][CH2:6][C:7]1[CH:12]=[CH:11][C:10]([F:13])=[CH:9][CH:8]=1.C(=O)(O)[O-].[Na+], predict the reaction product. The product is: [F:13][C:10]1[CH:11]=[CH:12][C:7]([CH2:6][N:5]2[CH2:4][CH:3]([OH:14])[CH2:2]2)=[CH:8][CH:9]=1. (2) Given the reactants [F:1][C:2]1[CH:7]=[CH:6][C:5]([N:8]2[C:16]3[C:11](=[CH:12][C:13]([CH:17]([C:19]4[CH:24]=[CH:23][CH:22]=[CH:21][CH:20]=4)O)=[CH:14][CH:15]=3)[CH:10]=[N:9]2)=[CH:4][CH:3]=1.[CH3:25][O:26][C:27]([O:31][Si](C)(C)C)=[C:28]([CH3:30])[CH3:29], predict the reaction product. The product is: [F:1][C:2]1[CH:7]=[CH:6][C:5]([N:8]2[C:16]3[C:11](=[CH:12][C:13]([CH:17]([C:19]4[CH:24]=[CH:23][CH:22]=[CH:21][CH:20]=4)[C:28]([CH3:30])([CH3:29])[C:27]([O:26][CH3:25])=[O:31])=[CH:14][CH:15]=3)[CH:10]=[N:9]2)=[CH:4][CH:3]=1. (3) Given the reactants [Br:1][C:2]1[CH:7]=[CH:6][C:5]([C:8]2[N:12]=[N:11][N:10]([CH3:13])[C:9]=2C(O)=O)=[CH:4][CH:3]=1.C([N:19]([CH2:22]C)CC)C.C1C=CC(P(N=[N+]=[N-])(C2C=CC=CC=2)=[O:31])=CC=1.[F:41][C:42]([F:53])([F:52])[C:43]1[CH:44]=[C:45]([CH:49]([OH:51])[CH3:50])[CH:46]=[CH:47][CH:48]=1, predict the reaction product. The product is: [F:41][C:42]([F:52])([F:53])[C:43]1[CH:44]=[C:45]([CH:49]([O:51][C:22](=[O:31])[NH:19][C:9]2[N:10]([CH3:13])[N:11]=[N:12][C:8]=2[C:5]2[CH:4]=[CH:3][C:2]([Br:1])=[CH:7][CH:6]=2)[CH3:50])[CH:46]=[CH:47][CH:48]=1. (4) Given the reactants [F:1][C:2]1[CH:23]=[C:22]([N+:24]([O-])=O)[CH:21]=[CH:20][C:3]=1[O:4][C:5]1[N:10]=[CH:9][N:8]=[C:7]([NH:11][C:12]([N:14]2[CH2:19][CH2:18][CH2:17][CH2:16][CH2:15]2)=[O:13])[CH:6]=1.[Cl-].[NH4+].C(OCC)(=O)C.O1CCCC1, predict the reaction product. The product is: [NH2:24][C:22]1[CH:21]=[CH:20][C:3]([O:4][C:5]2[N:10]=[CH:9][N:8]=[C:7]([NH:11][C:12]([N:14]3[CH2:19][CH2:18][CH2:17][CH2:16][CH2:15]3)=[O:13])[CH:6]=2)=[C:2]([F:1])[CH:23]=1.